This data is from Reaction yield outcomes from USPTO patents with 853,638 reactions. The task is: Predict the reaction yield, written as a fraction of the theoretical maximum amount of product (1.0 means a 100% yield; for example, 0.34 means a 34% yield). (1) The reactants are S(Cl)([Cl:3])=O.[N+:5]([C:8]1[CH:19]=[CH:18][C:11]([CH2:12][C@@H:13]([C:15]([OH:17])=[O:16])[NH2:14])=[CH:10][CH:9]=1)([O-:7])=[O:6].[CH2:20](O)[CH3:21]. No catalyst specified. The product is [ClH:3].[N+:5]([C:8]1[CH:9]=[CH:10][C:11]([CH2:12][C@@H:13]([C:15]([O:17][CH2:20][CH3:21])=[O:16])[NH2:14])=[CH:18][CH:19]=1)([O-:7])=[O:6]. The yield is 0.920. (2) The reactants are C([Si](C(C)(C)C)(C1C=CC=CC=1)[O:6][CH2:7][CH:8]([CH3:39])[O:9][C:10]1[CH:11]=[C:12]([O:28][C:29]2[CH:34]=[CH:33][C:32]([S:35]([CH3:38])(=[O:37])=[O:36])=[CH:31][CH:30]=2)[CH:13]=[C:14]2[C:18]=1[NH:17][C:16]([C:19]1[S:20][CH:21]([CH2:24][C:25]([NH2:27])=[O:26])[CH2:22][N:23]=1)=[CH:15]2)(C)(C)C.[F-].C([N+](CCCC)(CCCC)CCCC)CCC.[Cl-].[NH4+].CO. The catalyst is O1CCCC1.C(OCC)(=O)C. The product is [OH:6][CH2:7][CH:8]([CH3:39])[O:9][C:10]1[CH:11]=[C:12]([O:28][C:29]2[CH:34]=[CH:33][C:32]([S:35]([CH3:38])(=[O:36])=[O:37])=[CH:31][CH:30]=2)[CH:13]=[C:14]2[C:18]=1[NH:17][C:16]([C:19]1[S:20][CH:21]([CH2:24][C:25]([NH2:27])=[O:26])[CH2:22][N:23]=1)=[CH:15]2. The yield is 0.810.